Dataset: Full USPTO retrosynthesis dataset with 1.9M reactions from patents (1976-2016). Task: Predict the reactants needed to synthesize the given product. (1) Given the product [CH3:18][O:19][C:20]1[CH:25]=[CH:24][C:23]([C@@H:26]([NH:29][CH2:16][CH2:15][C:2]2([OH:1])[CH2:3][CH2:4][C:5]3([O:10][CH2:9][C:8]([CH3:11])([CH3:12])[CH2:7][O:6]3)[CH2:13][CH2:14]2)[CH2:27][CH3:28])=[CH:22][CH:21]=1, predict the reactants needed to synthesize it. The reactants are: [OH:1][C:2]1([CH2:15][CH:16]=O)[CH2:14][CH2:13][C:5]2([O:10][CH2:9][C:8]([CH3:12])([CH3:11])[CH2:7][O:6]2)[CH2:4][CH2:3]1.[CH3:18][O:19][C:20]1[CH:25]=[CH:24][C:23]([C@@H:26]([NH2:29])[CH2:27][CH3:28])=[CH:22][CH:21]=1. (2) The reactants are: [I:1][C:2]1[C:10]2[C:5](=[CH:6][CH:7]=[CH:8][CH:9]=2)[NH:4][C:3]=1[CH3:11].[H-].[Na+].[C:14]1([S:20](Cl)(=[O:22])=[O:21])[CH:19]=[CH:18][CH:17]=[CH:16][CH:15]=1.O. Given the product [I:1][C:2]1[C:10]2[C:5](=[CH:6][CH:7]=[CH:8][CH:9]=2)[N:4]([S:20]([C:14]2[CH:19]=[CH:18][CH:17]=[CH:16][CH:15]=2)(=[O:22])=[O:21])[C:3]=1[CH3:11], predict the reactants needed to synthesize it. (3) Given the product [O:17]1[CH2:18][CH2:19][N:14]([S:2]([C:5]2[CH:6]=[C:7]([CH:11]=[CH:12][CH:13]=2)[C:8]([OH:10])=[O:9])(=[O:4])=[O:3])[CH2:15][CH2:16]1, predict the reactants needed to synthesize it. The reactants are: Cl[S:2]([C:5]1[CH:6]=[C:7]([CH:11]=[CH:12][CH:13]=1)[C:8]([OH:10])=[O:9])(=[O:4])=[O:3].[NH:14]1[CH2:19][CH2:18][O:17][CH2:16][CH2:15]1.C(=O)([O-])[O-].[K+].[K+].